From a dataset of Experimentally validated miRNA-target interactions with 360,000+ pairs, plus equal number of negative samples. Binary Classification. Given a miRNA mature sequence and a target amino acid sequence, predict their likelihood of interaction. (1) The miRNA is hsa-miR-6830-5p with sequence CCAAGGAAGGAGGCUGGACAUC. The protein sequence of the target gene is MASALEQFVNSVRQLSAQGQMTQLCELINKSGELLAKNLSHLDTVLGALDVQEHSLGVLAVLFVKFSMPSVPDFETLFSQVQLFISTCNGEHIRYATDTFAGLCHQLTNALVERKQPLRGIGILKQAIDKMQMNTNQLTSIHADLCQLCLLAKCFKPALPYLDVDMMDICKENGAYDAKHFLCYYYYGGMIYTGLKNFERALYFYEQAITTPAMAVSHIMLESYKKYILVSLILLGKVQQLPKYTSQIVGRFIKPLSNAYHELAQVYSTNNPSELRNLVNKHSETFTRDNNMGLVKQCLS.... Result: 0 (no interaction). (2) The miRNA is mmu-miR-875-3p with sequence CCUGAAAAUACUGAGGCUAUG. The protein sequence of the target gene is MTFGRGGAASVVLNVGGARYSLSRELLKDFPLRRVSRLHGCRSERDVLEVCDDYDRERNEYFFDRHSEAFGFILLYVRGHGKLRFAPRMCELSFYNEMIYWGLEGAHLEYCCQRRLDDRMSDTHTFHAADELGREQPRPAGPEAAPSRRWLERMRRTFEEPTSSLAAQILASVSVVFVIVSMVVLCASTLPDWRAAVADNRSLDDRSRYSASPGREPSGIIEAICIGWFTAECIVRFIVSKNKCEFVKRPLNIIDLLAITPYYISVLMTVFTGENSQLQRAGVTLRVLRMMRIFWVIKLA.... Result: 0 (no interaction). (3) Result: 0 (no interaction). The protein sequence of the target gene is MKLEFTEKNYNSFVLQNLNRQRKRKEYWDMALSVDNHVFFAHRNVLAAVSPLVRSLISSNDMKTADELFITIDTSYLSPVTVDQLLDYFYSGKVVISEQNVEELLRGAQYFNTPRLRVHCNDFLIKSICRANCLRYLFLAELFELKEVSDVAYSGIRDNFHYWASPEGSMHFMRCPPVIFGRLLRDENLHVLNEDQALSALINWVYFRKEDREKYFKKFFNYINLNAVSNKTLVFASNKLVGMENTSSHTTLIESVLMDRKQERPCSLLVYQRKGALLDSVVILGGQKAHGQFNDGVFAY.... The miRNA is mmu-miR-3084-3p with sequence UUCUGCCAGUCUCCUUCAGAC. (4) The miRNA is hsa-miR-4517 with sequence AAAUAUGAUGAAACUCACAGCUGAG. The protein sequence of the target gene is MSYGSITFGDVAIDFSHQEWEYLSLVQKTLYQEVMMENYDNLVSLAGHSVSKPDLITLLEQGKEPWMIVREETRGECTDLDSRCEIISDGKMQLYRKHSCVTLHQRIHNGQKPYECKQCQKSFSHLTELMVHQTIHTSEEPDQCEKFRKAFSHLTDLRKHQKINAREKPYECEECGKVFSYPANLAQHGKVHVEKPYECKECGEAFRTSRQLTVHHRFHYGEKPYECKECGKAFSVYGRLSRHQSIHTGEKPFECNKCGKSFRLKAGLKVHQSIHTGEKPHECKECGKAFRQFSHLVGHK.... Result: 0 (no interaction). (5) The protein sequence of the target gene is MEAAADGPAETQSPVEKDSPAKTQSPAQDTSIMSRNNADTGRVLALPEHKKKRKGNLPAESVKILRDWMYKHRFKAYPSEEEKQMLSEKTNLSLLRISNWFINARRRILPDMLQQRRNDPIIGHKTGKDAHATHLQSTEASVPAKSGPVVQTMYKACPCGPCQRARCQERSNQIRSRPLARSSPE. The miRNA is hsa-miR-567 with sequence AGUAUGUUCUUCCAGGACAGAAC. Result: 0 (no interaction). (6) The miRNA is hsa-miR-3140-5p with sequence ACCUGAAUUACCAAAAGCUUU. The protein sequence of the target gene is MKTSPRRPLILKRRRLPLPVQNAPSETSEEEPKRSPAQQESNQAEASKEVAESNSCKFPAGIKIINHPTMPNTQVVAIPNNANIHSIITALTAKGKESGSSGPNKFILISCGGAPTQPPGLRPQTQTSYDAKRTEVTLETLGPKPAARDVNLPRPPGALCEQKRETCADGEAAGCTINNSLSNIQWLRKMSSDGLGSRSIKQEMEEKENCHLEQRQVKVEEPSRPSASWQNSVSERPPYSYMAMIQFAINSTERKRMTLKDIYTWIEDHFPYFKHIAKPGWKNSIRHNLSLHDMFVRETS.... Result: 0 (no interaction). (7) The miRNA is hsa-miR-4770 with sequence UGAGAUGACACUGUAGCU. The protein sequence of the target gene is MLCLCLYVPVIGEAQTEFQYFESKGLPAELKSIFKLSVFIPSQEFSTYRQWKQKIVQAGDKDLDGQLDFEEFVHYLQDHEKKLRLVFKSLDKKNDGRIDAQEIMQSLRDLGVKISEQQAEKILKSMDKNGTMTIDWNEWRDYHLLHPVENIPEIILYWKHSTIFDVGENLTVPDEFTVEERQTGMWWRHLVAGGGAGAVSRTCTAPLDRLKVLMQVHASRSNNMGIVGGFTQMIREGGARSLWRGNGINVLKIAPESAIKFMAYEQIKRLVGSDQETLRIHERLVAGSLAGAIAQSSIYP.... Result: 1 (interaction). (8) The miRNA is mmu-miR-665-3p with sequence ACCAGGAGGCUGAGGUCCCU. The protein sequence of the target gene is MSDKNQIIARASLIEQLVSKRYFEDIGKQLTELEMIYVSKEHLQETDVVRAVYRVLKNCPSVTLKKKAKCLLAKWRGFYKSTHCKPRQSPKVLHTNANKEESAAVSQDVSQDETSGSSHSEIMGLCSSLSRLLPQDAAKPAAAIGSESSTAQMEINEGYLKGDDSECTRKSSGVFQGTLVSVRSKCVELLYTALASSCTDHTEVHIWQNLAREIEEHIFTLHSNNIKKYKTSIRSKVANLKNPRNFHLQQNFLSGTMSAREFAEMSVLDMASQELKQLRASYTESSIQEHCLPQSVDGTW.... Result: 1 (interaction). (9) The miRNA is hsa-miR-423-3p with sequence AGCUCGGUCUGAGGCCCCUCAGU. The protein sequence of the target gene is MREYKVVVLGSGGVGKSALTVQFVTGTFIEKYDPTIEDFYRKEIEVDSSPSVLEILDTAGTEQFASMRDLYIKNGQGFILVYSLVNQQSFQDIKPMRDQIVRVKRYEKVPLILVGNKVDLEPEREVMSSEGRALAQEWGCPFMETSAKSKSMVDELFAEIVRQMNYSSLPEKQDQCCTTCVVQ. Result: 1 (interaction). (10) The miRNA is hsa-miR-3714 with sequence GAAGGCAGCAGUGCUCCCCUGU. The protein sequence of the target gene is MAEEAAQNISDDQERCLQAACCLSFGGELSVSTDKSWGLHLCSCSPPGGGLWVEVYANHVLLMSDGKCGCPWCALNGKAEDRESQSPSSSASRQKNIWKTTSEAALSVVNEKTQAVVNEKTQAPLDCDNSADRIPHKPFIIIARAWSSGGPRFHHRRLCATGTADSTFSALLQLQGTTSAAAPCSLKMEASCCVLRLLCCAEDVATGLLPGTVTMETPTKVARPTQTSSQRVPLWPISHFPTSPRSSHGLPPGIPRTPSFTASQSGSEILYPPTQHPPVAILARNSDNFMNPVLNCSLEV.... Result: 0 (no interaction).